From a dataset of Full USPTO retrosynthesis dataset with 1.9M reactions from patents (1976-2016). Predict the reactants needed to synthesize the given product. (1) Given the product [CH3:17][O:16][C:11]1[CH:10]=[CH:9][C:8]2[N:7]=[CH:6][C:5]3[CH2:4][CH:3]([CH2:2][N:25]4[CH2:26][CH:27]([NH:29][C:41]([C:38]5[CH:39]=[CH:40][C:34]6[S:33][CH2:32][C:31](=[O:30])[NH:36][C:35]=6[CH:37]=5)=[O:42])[CH2:28]4)[O:15][C:14]=3[C:13]=2[CH:12]=1, predict the reactants needed to synthesize it. The reactants are: Br[CH2:2][CH:3]1[O:15][C:14]2[C:13]3[CH:12]=[C:11]([O:16][CH3:17])[CH:10]=[CH:9][C:8]=3[N:7]=[CH:6][C:5]=2[CH2:4]1.C(OC([N:25]1[CH2:28][CH:27]([NH2:29])[CH2:26]1)=O)(C)(C)C.[O:30]=[C:31]1[NH:36][C:35]2[CH:37]=[C:38]([C:41](O)=[O:42])[CH:39]=[CH:40][C:34]=2[S:33][CH2:32]1. (2) Given the product [CH3:12][N:13]([CH2:1][C:3]1[S:7][C:6]([B:8]([OH:10])[OH:9])=[CH:5][CH:4]=1)[CH3:14], predict the reactants needed to synthesize it. The reactants are: [CH:1]([C:3]1[S:7][C:6]([B:8]([OH:10])[OH:9])=[CH:5][CH:4]=1)=O.Cl.[CH3:12][NH:13][CH3:14].C(N(CC)CC)C.C(O[BH-](OC(=O)C)OC(=O)C)(=O)C.[Na+]. (3) Given the product [CH2:1]([C@:3]12[C:16]3[C:11](=[CH:12][C:13]([O:17][CH2:28][C:29]4[C:30]([CH3:35])=[N:31][CH:32]=[CH:33][CH:34]=4)=[CH:14][CH:15]=3)[CH2:10][CH2:9][C@@H:8]1[CH2:7][C@:6]([C:19]1[CH:24]=[CH:23][CH:22]=[CH:21][CH:20]=1)([OH:18])[C@@H:5]([OH:25])[CH2:4]2)[CH3:2], predict the reactants needed to synthesize it. The reactants are: [CH2:1]([C@:3]12[C:16]3[C:11](=[CH:12][C:13]([OH:17])=[CH:14][CH:15]=3)[CH2:10][CH2:9][C@@H:8]1[CH2:7][C@:6]([C:19]1[CH:24]=[CH:23][CH:22]=[CH:21][CH:20]=1)([OH:18])[C@@H:5]([OH:25])[CH2:4]2)[CH3:2].Cl.Cl[CH2:28][C:29]1[C:30]([CH3:35])=[N:31][CH:32]=[CH:33][CH:34]=1. (4) Given the product [CH3:18][N:15]1[CH2:14][CH2:13][N:12]([C:9]2[CH:10]=[CH:11][C:6]([C:5]([OH:19])=[O:4])=[CH:7][CH:8]=2)[CH2:17][CH2:16]1, predict the reactants needed to synthesize it. The reactants are: [Li+].[OH-].C[O:4][C:5](=[O:19])[C:6]1[CH:11]=[CH:10][C:9]([N:12]2[CH2:17][CH2:16][N:15]([CH3:18])[CH2:14][CH2:13]2)=[CH:8][CH:7]=1.O.Cl. (5) The reactants are: [NH2:1][C:2]1[N:3]=[C:4]([NH:17][CH:18]2[CH2:23][CH2:22][N:21]([C:24](=[O:32])C3C=CC(I)=CC=3)[CH2:20][CH2:19]2)[S:5][C:6]=1[C:7]([C:9]1[C:14]([F:15])=[CH:13][CH:12]=[CH:11][C:10]=1[F:16])=[O:8].NC1N=C(NC2CCNCC2)SC=1C(C1C(F)=CC=CC=1F)=[O:40].[Cl:56][C:57]1[CH:65]=[CH:64][C:60](C(Cl)=O)=[CH:59][CH:58]=1. Given the product [Cl:56][C:57]1[CH:65]=[CH:64][C:60]([O:32][C:24]([N:21]2[CH2:20][CH2:19][CH:18]([NH:17][C:4]3[S:5][C:6]([C:7](=[O:8])[C:9]4[C:14]([F:15])=[CH:13][CH:12]=[CH:11][C:10]=4[F:16])=[C:2]([NH2:1])[N:3]=3)[CH2:23][CH2:22]2)=[O:40])=[CH:59][CH:58]=1, predict the reactants needed to synthesize it. (6) Given the product [O:7]1[CH:4]=[N:2][C:10]([C:12]2[CH:13]=[CH:14][C:15]([C@H:18]3[CH2:23][N:22]([C:24]([O:26][C:27]([CH3:29])([CH3:30])[CH3:28])=[O:25])[CH2:21][CH2:20][N:19]3[C:31]([O:33][C:34]([CH3:37])([CH3:36])[CH3:35])=[O:32])=[CH:16][CH:17]=2)=[N:11]1, predict the reactants needed to synthesize it. The reactants are: Cl.[NH2:2]O.[C:4](=[O:7])([O-])[O-].[Na+].[Na+].[C:10]([C:12]1[CH:17]=[CH:16][C:15]([C@H:18]2[CH2:23][N:22]([C:24]([O:26][C:27]([CH3:30])([CH3:29])[CH3:28])=[O:25])[CH2:21][CH2:20][N:19]2[C:31]([O:33][C:34]([CH3:37])([CH3:36])[CH3:35])=[O:32])=[CH:14][CH:13]=1)#[N:11].C(OCC)(OCC)OCC.O.C1(C)C=CC(S(O)(=O)=O)=CC=1. (7) The reactants are: [NH2:1][C:2]1[N:7]=[C:6]([N:8]2[CH2:22][CH2:21][C:11]3([CH2:15][NH:14][C@H:13]([C:16]([O:18]CC)=[O:17])[CH2:12]3)[CH2:10][CH2:9]2)[CH:5]=[C:4]([CH2:23][O:24][C:25]2[CH:30]=[CH:29][C:28]([C:31]3[CH:39]=[C:38]4[C:34]([C:35]([CH3:40])=[N:36][NH:37]4)=[CH:33][CH:32]=3)=[CH:27][CH:26]=2)[N:3]=1.[OH-].[Na+]. Given the product [NH2:1][C:2]1[N:7]=[C:6]([N:8]2[CH2:9][CH2:10][C:11]3([CH2:15][NH:14][C@H:13]([C:16]([OH:18])=[O:17])[CH2:12]3)[CH2:21][CH2:22]2)[CH:5]=[C:4]([CH2:23][O:24][C:25]2[CH:26]=[CH:27][C:28]([C:31]3[CH:39]=[C:38]4[C:34]([C:35]([CH3:40])=[N:36][NH:37]4)=[CH:33][CH:32]=3)=[CH:29][CH:30]=2)[N:3]=1, predict the reactants needed to synthesize it.